Dataset: Full USPTO retrosynthesis dataset with 1.9M reactions from patents (1976-2016). Task: Predict the reactants needed to synthesize the given product. (1) Given the product [F:15][C:14]([F:17])([F:16])[C:11]1[CH:12]=[CH:13][C:8]([C:5]2[CH:6]=[CH:7][C:2]3[NH:1][C:21](=[O:23])[CH2:20][CH2:19][O:18][C:3]=3[CH:4]=2)=[CH:9][CH:10]=1, predict the reactants needed to synthesize it. The reactants are: [NH2:1][C:2]1[CH:7]=[CH:6][C:5]([C:8]2[CH:13]=[CH:12][C:11]([C:14]([F:17])([F:16])[F:15])=[CH:10][CH:9]=2)=[CH:4][C:3]=1[O:18][CH2:19][CH2:20][C:21]([OH:23])=O.Cl.CN(C)CCCN=C=NCC. (2) Given the product [CH:51]1([CH2:50][CH2:49][N:31]2[CH2:30][C:29]3[C:33](=[CH:34][C:35]([C:36]([N:38]4[C@H:47]([CH3:48])[CH2:46][C:45]5[C:40](=[CH:41][CH:42]=[CH:43][CH:44]=5)[CH2:39]4)=[O:37])=[C:27]([C:20]4[N:21]5[C:26]([CH2:25][CH2:24][CH2:23][CH2:22]5)=[C:18]([C:16]([N:15]([C:12]5[CH:11]=[CH:10][C:9]([OH:8])=[CH:14][CH:13]=5)[CH3:57])=[O:17])[CH:19]=4)[CH:28]=3)[CH2:32]2)[CH2:52][CH2:53][CH2:54][CH2:55][CH2:56]1, predict the reactants needed to synthesize it. The reactants are: C([O:8][C:9]1[CH:14]=[CH:13][C:12]([N:15]([CH3:57])[C:16]([C:18]2[CH:19]=[C:20]([C:27]3[CH:28]=[C:29]4[C:33](=[CH:34][C:35]=3[C:36]([N:38]3[C@H:47]([CH3:48])[CH2:46][C:45]5[C:40](=[CH:41][CH:42]=[CH:43][CH:44]=5)[CH2:39]3)=[O:37])[CH2:32][N:31]([CH2:49][CH2:50][CH:51]3[CH2:56][CH2:55][CH2:54][CH2:53][CH2:52]3)[CH2:30]4)[N:21]3[C:26]=2[CH2:25][CH2:24][CH2:23][CH2:22]3)=[O:17])=[CH:11][CH:10]=1)C1C=CC=CC=1.B(Cl)(Cl)Cl. (3) Given the product [CH3:28][S:29]([O:1][CH2:2][CH:3]([N:5]1[C:13]2[C:8](=[C:9]([C:16]([F:19])([F:17])[F:18])[C:10]([C:14]#[N:15])=[CH:11][CH:12]=2)[CH:7]=[C:6]1[CH3:20])[CH3:4])(=[O:31])=[O:30], predict the reactants needed to synthesize it. The reactants are: [OH:1][CH2:2][CH:3]([N:5]1[C:13]2[C:8](=[C:9]([C:16]([F:19])([F:18])[F:17])[C:10]([C:14]#[N:15])=[CH:11][CH:12]=2)[CH:7]=[C:6]1[CH3:20])[CH3:4].CCN(CC)CC.[CH3:28][S:29](Cl)(=[O:31])=[O:30]. (4) Given the product [O:4]=[C:5]1[NH:10][CH2:9][CH2:8][N:7]2[N:11]=[C:12]([C:14]([OH:16])=[O:15])[CH:13]=[C:6]12, predict the reactants needed to synthesize it. The reactants are: O.[OH-].[Li+].[O:4]=[C:5]1[NH:10][CH2:9][CH2:8][N:7]2[N:11]=[C:12]([C:14]([O:16]CC)=[O:15])[CH:13]=[C:6]12.Cl. (5) Given the product [C:1]([O:5][C:6]([N:8]1[CH2:13][CH2:12][N:11]([C:14]2[CH:19]=[CH:18][CH:17]=[CH:16][C:15]=2[O:20][CH:21]2[CH2:26][CH2:25][CH2:24][N:23]([C:27](=[O:34])[C:28]3[CH:33]=[CH:32][CH:31]=[CH:30][CH:29]=3)[CH2:22]2)[CH2:10][CH2:9]1)=[O:7])([CH3:4])([CH3:2])[CH3:3], predict the reactants needed to synthesize it. The reactants are: [C:1]([O:5][C:6]([N:8]1[CH2:13][CH2:12][N:11]([C:14]2[CH:19]=[CH:18][CH:17]=[CH:16][C:15]=2[O:20][CH:21]2[CH2:26][CH2:25][CH2:24][NH:23][CH2:22]2)[CH2:10][CH2:9]1)=[O:7])([CH3:4])([CH3:3])[CH3:2].[C:27](Cl)(=[O:34])[C:28]1[CH:33]=[CH:32][CH:31]=[CH:30][CH:29]=1.C(N(CC)CC)C. (6) Given the product [Br:3][C:4]1[N:8]2[CH:9]=[C:10]([C:17]3[CH:21]=[CH:20][O:19][CH:18]=3)[CH:11]=[C:12]([C:13]([F:15])([F:14])[F:16])[C:7]2=[N:6][C:5]=1[C:22]([OH:24])=[O:23], predict the reactants needed to synthesize it. The reactants are: [OH-].[Na+].[Br:3][C:4]1[N:8]2[CH:9]=[C:10]([C:17]3[CH:21]=[CH:20][O:19][CH:18]=3)[CH:11]=[C:12]([C:13]([F:16])([F:15])[F:14])[C:7]2=[N:6][C:5]=1[C:22]([O:24]C)=[O:23].Cl. (7) Given the product [CH2:1]([O:8][C:9]1[C:10](=[O:17])[CH:11]=[C:12]([CH:15]([OH:16])[C:20]([F:23])([F:22])[F:21])[O:13][CH:14]=1)[C:2]1[CH:3]=[CH:4][CH:5]=[CH:6][CH:7]=1, predict the reactants needed to synthesize it. The reactants are: [CH2:1]([O:8][C:9]1[C:10](=[O:17])[CH:11]=[C:12]([CH:15]=[O:16])[O:13][CH:14]=1)[C:2]1[CH:7]=[CH:6][CH:5]=[CH:4][CH:3]=1.C[Si](C)(C)[C:20]([F:23])([F:22])[F:21].[F-].[Cs+].C(OCC)(=O)C. (8) Given the product [CH2:1]([O:8][C:9]1[CH:10]=[CH:11][C:12]([NH:19][S:31]([C:27]2[S:26][CH:30]=[CH:29][CH:28]=2)(=[O:33])=[O:32])=[C:13]([CH:18]=1)[C:14]([O:16][CH3:17])=[O:15])[C:2]1[CH:3]=[CH:4][CH:5]=[CH:6][CH:7]=1, predict the reactants needed to synthesize it. The reactants are: [CH2:1]([O:8][C:9]1[CH:10]=[CH:11][C:12]([NH2:19])=[C:13]([CH:18]=1)[C:14]([O:16][CH3:17])=[O:15])[C:2]1[CH:7]=[CH:6][CH:5]=[CH:4][CH:3]=1.N1C=CC=CC=1.[S:26]1[CH:30]=[CH:29][CH:28]=[C:27]1[S:31](Cl)(=[O:33])=[O:32]. (9) Given the product [OH:2][CH2:3][CH2:4][C:5]1[C:9]2[CH:10]=[CH:11][C:12]([OH:14])=[CH:13][C:8]=2[O:7][CH:6]=1, predict the reactants needed to synthesize it. The reactants are: C[O:2][C:3](=O)[CH2:4][C:5]1[C:9]2[CH:10]=[CH:11][C:12]([OH:14])=[CH:13][C:8]=2[O:7][CH:6]=1.[H-].[H-].[H-].[H-].[Li+].[Al+3].[C@H](O)(C([O-])=O)[C@@H](O)C([O-])=O.[Na+].[K+].[NH4+].[Cl-].